Dataset: Peptide-MHC class II binding affinity with 134,281 pairs from IEDB. Task: Regression. Given a peptide amino acid sequence and an MHC pseudo amino acid sequence, predict their binding affinity value. This is MHC class II binding data. (1) The peptide sequence is AFNVENGNATPQLTK. The MHC is DRB1_0802 with pseudo-sequence DRB1_0802. The binding affinity (normalized) is 0.293. (2) The peptide sequence is EKKYFAATQFVPLAA. The MHC is HLA-DPA10201-DPB10501 with pseudo-sequence HLA-DPA10201-DPB10501. The binding affinity (normalized) is 0.869. (3) The peptide sequence is YDKFLANVSTVLLGK. The MHC is DRB1_1001 with pseudo-sequence DRB1_1001. The binding affinity (normalized) is 0.675. (4) The peptide sequence is PLHLRYYRITYGETG. The MHC is DRB3_0101 with pseudo-sequence DRB3_0101. The binding affinity (normalized) is 0.191. (5) The peptide sequence is DLVAYGGSWKLEGRW. The MHC is HLA-DQA10501-DQB10303 with pseudo-sequence HLA-DQA10501-DQB10303. The binding affinity (normalized) is 0.428.